Predict the reactants needed to synthesize the given product. From a dataset of Full USPTO retrosynthesis dataset with 1.9M reactions from patents (1976-2016). (1) Given the product [C:1]([NH:4][C:5]([OH:7])=[O:6])([OH:3])=[O:2].[C:8]([O:12][C:13]([NH:15][C:16]1[C:17]([C:29]2[CH:37]=[CH:36][C:32]([C:33]([O-:35])=[O:34])=[C:31]([F:38])[CH:30]=2)=[N:18][C:19]([CH:22]2[CH2:23][CH2:24][C:25]([O:28][Si:51]([CH2:55][CH3:56])([CH2:53][CH3:54])[CH2:49][CH3:50])=[CH:26][CH2:27]2)=[CH:20][N:21]=1)=[O:14])([CH3:11])([CH3:9])[CH3:10], predict the reactants needed to synthesize it. The reactants are: [C:1]([NH:4][C:5]([OH:7])=[O:6])([OH:3])=[O:2].[C:8]([O:12][C:13]([NH:15][C:16]1[C:17]([C:29]2[CH:37]=[CH:36][C:32]([C:33]([O-:35])=[O:34])=[C:31]([F:38])[CH:30]=2)=[N:18][C:19]([CH:22]2[CH2:27][CH2:26][C:25](=[O:28])[CH2:24][CH2:23]2)=[CH:20][N:21]=1)=[O:14])([CH3:11])([CH3:10])[CH3:9].[Li+].C[Si]([N-][Si](C)(C)C)(C)C.[CH2:49]([Si:51]([CH2:55][CH3:56])([CH2:53][CH3:54])Cl)[CH3:50].C(=O)(O)[O-].[Na+]. (2) Given the product [CH3:1][O:2][C:3]1[CH:4]=[CH:5][C:6]([CH2:9][C:10]([N:12]([CH2:19][C:20]2[CH:21]=[CH:22][C:23]([Cl:26])=[CH:24][CH:25]=2)[CH:13]2[CH2:18][CH2:17][N:16]([CH:27]([CH3:29])[CH3:28])[CH2:15][CH2:14]2)=[O:11])=[CH:7][CH:8]=1, predict the reactants needed to synthesize it. The reactants are: [CH3:1][O:2][C:3]1[CH:8]=[CH:7][C:6]([CH2:9][C:10]([N:12]([CH2:19][C:20]2[CH:25]=[CH:24][C:23]([Cl:26])=[CH:22][CH:21]=2)[CH:13]2[CH2:18][CH2:17][NH:16][CH2:15][CH2:14]2)=[O:11])=[CH:5][CH:4]=1.[CH:27](Br)([CH3:29])[CH3:28].CCN(C(C)C)C(C)C.C(=O)([O-])O.[Na+].Cl.